This data is from Peptide-MHC class I binding affinity with 185,985 pairs from IEDB/IMGT. The task is: Regression. Given a peptide amino acid sequence and an MHC pseudo amino acid sequence, predict their binding affinity value. This is MHC class I binding data. (1) The peptide sequence is QRASNVFDL. The MHC is HLA-B15:01 with pseudo-sequence HLA-B15:01. The binding affinity (normalized) is 0.213. (2) The peptide sequence is HFISNSWLM. The MHC is HLA-A26:01 with pseudo-sequence HLA-A26:01. The binding affinity (normalized) is 0.437. (3) The peptide sequence is ILSKIPYLR. The MHC is HLA-A31:01 with pseudo-sequence HLA-A31:01. The binding affinity (normalized) is 0.914. (4) The peptide sequence is MPASWVMRI. The MHC is HLA-B51:01 with pseudo-sequence HLA-B51:01. The binding affinity (normalized) is 0.611. (5) The peptide sequence is QSLVGTYVI. The MHC is H-2-Db with pseudo-sequence H-2-Db. The binding affinity (normalized) is 0.384. (6) The peptide sequence is FAMRLLQAV. The MHC is HLA-C07:02 with pseudo-sequence HLA-C07:02. The binding affinity (normalized) is 0.263. (7) The peptide sequence is KAISPPKSLI. The MHC is H-2-Db with pseudo-sequence H-2-Db. The binding affinity (normalized) is 0.366. (8) The peptide sequence is VLSDFKSWL. The MHC is HLA-A02:03 with pseudo-sequence HLA-A02:03. The binding affinity (normalized) is 0.599.